This data is from Reaction yield outcomes from USPTO patents with 853,638 reactions. The task is: Predict the reaction yield, written as a fraction of the theoretical maximum amount of product (1.0 means a 100% yield; for example, 0.34 means a 34% yield). The reactants are [CH3:1][C:2]1[CH:10]=[CH:9][C:8]([N+:11]([O-:13])=[O:12])=[CH:7][C:3]=1[C:4](O)=[O:5].B.C(=O)([O-])[O-].[K+].[K+]. The catalyst is C1COCC1.O. The product is [CH3:1][C:2]1[CH:10]=[CH:9][C:8]([N+:11]([O-:13])=[O:12])=[CH:7][C:3]=1[CH2:4][OH:5]. The yield is 0.950.